The task is: Regression. Given two drug SMILES strings and cell line genomic features, predict the synergy score measuring deviation from expected non-interaction effect.. This data is from NCI-60 drug combinations with 297,098 pairs across 59 cell lines. (1) Drug 1: CC1C(C(CC(O1)OC2CC(CC3=C2C(=C4C(=C3O)C(=O)C5=C(C4=O)C(=CC=C5)OC)O)(C(=O)C)O)N)O.Cl. Drug 2: CC(C)CN1C=NC2=C1C3=CC=CC=C3N=C2N. Cell line: SF-539. Synergy scores: CSS=8.79, Synergy_ZIP=-5.25, Synergy_Bliss=-0.485, Synergy_Loewe=-26.7, Synergy_HSA=-2.81. (2) Drug 1: C1=CC(=C2C(=C1NCCNCCO)C(=O)C3=C(C=CC(=C3C2=O)O)O)NCCNCCO. Drug 2: CC1C(C(CC(O1)OC2CC(CC3=C2C(=C4C(=C3O)C(=O)C5=C(C4=O)C(=CC=C5)OC)O)(C(=O)CO)O)N)O.Cl. Cell line: NCI/ADR-RES. Synergy scores: CSS=12.6, Synergy_ZIP=-4.21, Synergy_Bliss=3.58, Synergy_Loewe=2.05, Synergy_HSA=2.01. (3) Drug 1: CC12CCC(CC1=CCC3C2CCC4(C3CC=C4C5=CN=CC=C5)C)O. Drug 2: CCCCCOC(=O)NC1=NC(=O)N(C=C1F)C2C(C(C(O2)C)O)O. Cell line: MDA-MB-231. Synergy scores: CSS=8.50, Synergy_ZIP=4.29, Synergy_Bliss=4.63, Synergy_Loewe=4.54, Synergy_HSA=5.79. (4) Synergy scores: CSS=37.5, Synergy_ZIP=-3.40, Synergy_Bliss=-4.06, Synergy_Loewe=-73.7, Synergy_HSA=-2.25. Drug 1: CC1CC2C3CCC4=CC(=O)C=CC4(C3(C(CC2(C1(C(=O)CO)O)C)O)F)C. Drug 2: C1=CC(=C(C=C1I)F)NC2=C(C=CC(=C2F)F)C(=O)NOCC(CO)O. Cell line: HCT116. (5) Drug 1: CC(C)(C#N)C1=CC(=CC(=C1)CN2C=NC=N2)C(C)(C)C#N. Drug 2: CCCCCOC(=O)NC1=NC(=O)N(C=C1F)C2C(C(C(O2)C)O)O. Cell line: PC-3. Synergy scores: CSS=0.439, Synergy_ZIP=1.82, Synergy_Bliss=-0.483, Synergy_Loewe=-2.88, Synergy_HSA=-2.88. (6) Drug 1: CC1CCC2CC(C(=CC=CC=CC(CC(C(=O)C(C(C(=CC(C(=O)CC(OC(=O)C3CCCCN3C(=O)C(=O)C1(O2)O)C(C)CC4CCC(C(C4)OC)OCCO)C)C)O)OC)C)C)C)OC. Drug 2: CCC1(C2=C(COC1=O)C(=O)N3CC4=CC5=C(C=CC(=C5CN(C)C)O)N=C4C3=C2)O.Cl. Cell line: NCI-H226. Synergy scores: CSS=11.1, Synergy_ZIP=-4.84, Synergy_Bliss=-1.86, Synergy_Loewe=-6.66, Synergy_HSA=-1.32. (7) Drug 1: C1CCC(C1)C(CC#N)N2C=C(C=N2)C3=C4C=CNC4=NC=N3. Drug 2: CC12CCC3C(C1CCC2=O)CC(=C)C4=CC(=O)C=CC34C. Cell line: SF-268. Synergy scores: CSS=11.2, Synergy_ZIP=1.84, Synergy_Bliss=3.48, Synergy_Loewe=-25.8, Synergy_HSA=0.342.